Task: Predict the reactants needed to synthesize the given product.. Dataset: Full USPTO retrosynthesis dataset with 1.9M reactions from patents (1976-2016) (1) Given the product [CH2:52]([O:51][C:49](=[O:50])[O:14][C:13]1[C:12]2([CH2:19][CH2:18][N:17]([O:20][CH3:21])[CH2:16][CH2:15]2)[O:11][C:10](=[O:22])[C:9]=1[C:3]1[CH:4]=[C:5]([CH3:8])[CH:6]=[CH:7][C:2]=1[CH3:1])[CH3:53], predict the reactants needed to synthesize it. The reactants are: [CH3:1][C:2]1[CH:7]=[CH:6][C:5]([CH3:8])=[CH:4][C:3]=1[C:9]1[C:10](=[O:22])[O:11][C:12]2([CH2:19][CH2:18][N:17]([O:20][CH3:21])[CH2:16][CH2:15]2)[C:13]=1[OH:14].C(N(CC)CC)C.CN(C)C1C=CN=CC=1.CN(C1C=CN=CC=1)C.Cl[C:49]([O:51][CH2:52][CH3:53])=[O:50]. (2) Given the product [C:1]12([CH2:11][CH2:12][O:13][C:19]([NH:21][CH2:22][C:23]3[CH:29]=[CH:30][C:31](/[CH:34]=[CH:35]/[C:36]([O:38][CH3:39])=[O:37])=[CH:32][CH:33]=3)=[O:20])[CH2:8][CH:7]3[CH2:6][CH:5]([CH2:4][CH:3]([CH2:9]3)[CH2:2]1)[CH2:10]2, predict the reactants needed to synthesize it. The reactants are: [C:1]12([CH2:11][CH2:12][OH:13])[CH2:10][CH:5]3[CH2:6][CH:7]([CH2:9][CH:3]([CH2:4]3)[CH2:2]1)[CH2:8]2.C1N=CN([C:19]([N:21]2C=N[CH:23]=[CH:22]2)=[O:20])C=1.NCC1[CH:33]=[CH:32][C:31](/[CH:34]=[CH:35]/[C:36]([O:38][CH3:39])=[O:37])=[CH:30][CH:29]=1.Cl.C1CCN2C(=NCCC2)CC1.CCN(C(C)C)C(C)C. (3) Given the product [Cl:21][C:22]1[NH:30][C:29]2[C:28](=[O:31])[N:27]([CH2:32][CH2:33][CH2:34][CH2:35][C:36]3[N:37]=[C:6]([C:2]4[S:1][CH:5]=[CH:4][CH:3]=4)[O:8][N:39]=3)[C:26](=[O:41])[N:25]([CH2:42][CH2:43][CH2:44][CH2:45][CH3:46])[C:24]=2[N:23]=1, predict the reactants needed to synthesize it. The reactants are: [S:1]1[CH:5]=[CH:4][CH:3]=[C:2]1[C:6]([OH:8])=O.C1N=CN(C(N2C=NC=C2)=O)C=1.[Cl:21][C:22]1[NH:30][C:29]2[C:28](=[O:31])[N:27]([CH2:32][CH2:33][CH2:34][CH2:35]/[C:36](=[N:39]/[H])/[NH:37]O)[C:26](=[O:41])[N:25]([CH2:42][CH2:43][CH2:44][CH2:45][CH3:46])[C:24]=2[N:23]=1. (4) Given the product [CH3:16][C:2]1([CH3:1])[CH2:6][CH2:5][CH2:4][C@H:3]1[NH:7][C@@H:8]([C:10]1[CH:11]=[CH:12][CH:13]=[CH:14][CH:15]=1)[CH3:9], predict the reactants needed to synthesize it. The reactants are: [CH3:1][C:2]1([CH3:16])[CH2:6][CH2:5][CH2:4]/[C:3]/1=[N:7]\[C@@H:8]([C:10]1[CH:15]=[CH:14][CH:13]=[CH:12][CH:11]=1)[CH3:9].[BH4-].[Na+].Cl.